This data is from Full USPTO retrosynthesis dataset with 1.9M reactions from patents (1976-2016). The task is: Predict the reactants needed to synthesize the given product. (1) The reactants are: [Cl:1][C:2]1[CH:9]=[CH:8][C:5]([C:6]#[N:7])=[CH:4][CH:3]=1.[C:10]([O:16][CH2:17][CH3:18])(=[O:15])[CH2:11][C:12]([CH3:14])=[O:13]. Given the product [CH2:17]([O:16][C:10](=[O:15])[C:11](=[C:6]([NH2:7])[C:5]1[CH:8]=[CH:9][C:2]([Cl:1])=[CH:3][CH:4]=1)[C:12](=[O:13])[CH3:14])[CH3:18], predict the reactants needed to synthesize it. (2) Given the product [CH2:2]([O:3][C:4]([C:6]1[NH:7][C:8]2[C:13]([CH:14]=1)=[CH:12][C:11]([C:15]([N:46]1[CH2:47][C:41]3([CH3:40])[CH2:48][CH:45]1[CH2:44][C:43]([CH3:50])([CH3:49])[CH2:42]3)=[O:17])=[CH:10][CH:9]=2)=[O:5])[CH3:1], predict the reactants needed to synthesize it. The reactants are: [CH3:1][CH2:2][O:3][C:4]([C:6]1[NH:7][C:8]2[C:13]([CH:14]=1)=[CH:12][C:11]([C:15]([OH:17])=O)=[CH:10][CH:9]=2)=[O:5].C1C=CC2N(O)N=NC=2C=1.CCN=C=NCCCN(C)C.Cl.[CH3:40][C:41]12[CH2:48][CH:45]([NH:46][CH2:47]1)[CH2:44][C:43]([CH3:50])([CH3:49])[CH2:42]2.CCN(C(C)C)C(C)C. (3) Given the product [CH:13]([C:12]1[N:1]=[C:2]2[C:3]([C:4]#[N:5])=[CH:6][CH:7]=[CH:8][N:9]2[CH:11]=1)([CH3:15])[CH3:14], predict the reactants needed to synthesize it. The reactants are: [NH2:1][C:2]1[N:9]=[CH:8][CH:7]=[CH:6][C:3]=1[C:4]#[N:5].Br[CH2:11][C:12](=O)[CH:13]([CH3:15])[CH3:14].C(=O)(O)[O-].[Na+]. (4) Given the product [OH:8][C:9]1[CH:10]=[C:11]2[C:15](=[CH:16][CH:17]=1)[N:14]([CH3:18])[C:13]([C:19]([O:21][CH2:22][CH3:23])=[O:20])=[CH:12]2, predict the reactants needed to synthesize it. The reactants are: C([O:8][C:9]1[CH:10]=[C:11]2[C:15](=[CH:16][CH:17]=1)[N:14]([CH3:18])[C:13]([C:19]([O:21][CH2:22][CH3:23])=[O:20])=[CH:12]2)C1C=CC=CC=1.C([O-])=O.[NH4+]. (5) Given the product [Cl:46][C:47]1[CH:52]=[CH:51][C:50]([C:6]2[CH:11]=[CH:10][C:9]([C:12]3([C:25]4[CH:30]=[CH:29][C:28]([C:50]5[CH:51]=[CH:52][C:47]([Cl:46])=[CH:48][CH:49]=5)=[CH:27][CH:26]=4)[C:24]4[CH:23]=[CH:22][CH:21]=[CH:20][C:19]=4[C:18]4[C:13]3=[CH:14][CH:15]=[CH:16][CH:17]=4)=[CH:8][CH:7]=2)=[CH:49][CH:48]=1, predict the reactants needed to synthesize it. The reactants are: FC(F)(F)S([C:6]1[CH:11]=[CH:10][C:9]([C:12]2([C:25]3[CH:30]=[CH:29][C:28](S(C(F)(F)F)(=O)=O)=[CH:27][CH:26]=3)[C:24]3[CH:23]=[CH:22][CH:21]=[CH:20][C:19]=3[C:18]3[C:13]2=[CH:14][CH:15]=[CH:16][CH:17]=3)=[CH:8][CH:7]=1)(=O)=O.C(=O)([O-])[O-].[Na+].[Na+].[Cl:46][C:47]1[CH:52]=[CH:51][C:50](B(O)O)=[CH:49][CH:48]=1. (6) Given the product [CH:1]1[C:13]2[CH:12]([CH2:14][O:15][C:16]([NH:18][C@@H:19]([CH2:23][C:24]3[C:32]4[C:27](=[CH:28][CH:29]=[CH:30][CH:31]=4)[NH:26][C:25]=3[C:34]3[CH:39]=[CH:38][C:37]([O:40][CH2:41][CH3:42])=[CH:36][CH:35]=3)[C:20]([OH:22])=[O:21])=[O:17])[C:11]3[C:6](=[CH:7][CH:8]=[CH:9][CH:10]=3)[C:5]=2[CH:4]=[CH:3][CH:2]=1, predict the reactants needed to synthesize it. The reactants are: [CH:1]1[C:13]2[CH:12]([CH2:14][O:15][C:16]([NH:18][C@@H:19]([CH2:23][C:24]3[C:32]4[C:27](=[CH:28][CH:29]=[CH:30][CH:31]=4)[NH:26][CH:25]=3)[C:20]([OH:22])=[O:21])=[O:17])[C:11]3[C:6](=[CH:7][CH:8]=[CH:9][CH:10]=3)[C:5]=2[CH:4]=[CH:3][CH:2]=1.I[C:34]1[CH:39]=[CH:38][C:37]([O:40][CH2:41][CH3:42])=[CH:36][CH:35]=1. (7) Given the product [CH3:1][CH:2]([CH3:38])[C@H:3]([N:8]1[CH2:16][C:15]2[C:10](=[CH:11][C:12]([C:17]3[CH:22]=[CH:21][C:20]([NH:23][C:24]([C:26]4[O:55][C:28]([C:31]5[CH:36]=[CH:35][CH:34]=[CH:33][CH:32]=5)=[CH:29][N:30]=4)=[O:25])=[CH:19][CH:18]=3)=[CH:13][CH:14]=2)[C:9]1=[O:37])[C:4]([O:6][CH3:7])=[O:5], predict the reactants needed to synthesize it. The reactants are: [CH3:1][CH:2]([CH3:38])[C@H:3]([N:8]1[CH2:16][C:15]2[C:10](=[CH:11][C:12]([C:17]3[CH:22]=[CH:21][C:20]([NH:23][C:24]([C:26]4S[C:28]([C:31]5[CH:36]=[CH:35][CH:34]=[CH:33][CH:32]=5)=[CH:29][N:30]=4)=[O:25])=[CH:19][CH:18]=3)=[CH:13][CH:14]=2)[C:9]1=[O:37])[C:4]([O:6][CH3:7])=[O:5].NC1C=CC(C2C=C3C(CN([C@@H](C(C)C)C(OC)=O)C3=[O:55])=CC=2)=CC=1.C1(C2OC(C(OCC)=O)=NC=2)C=CC=CC=1.